Dataset: Peptide-MHC class II binding affinity with 134,281 pairs from IEDB. Task: Regression. Given a peptide amino acid sequence and an MHC pseudo amino acid sequence, predict their binding affinity value. This is MHC class II binding data. (1) The peptide sequence is VDLFVFSTSFYLISI. The MHC is DRB1_1101 with pseudo-sequence DRB1_1101. The binding affinity (normalized) is 0. (2) The peptide sequence is HHLVEFEPPHAATIR. The MHC is DRB1_0405 with pseudo-sequence DRB1_0405. The binding affinity (normalized) is 0.0845. (3) The peptide sequence is GPNELGRFKHTDACCRTH. The MHC is DRB1_1101 with pseudo-sequence DRB1_1101. The binding affinity (normalized) is 0.337. (4) The peptide sequence is SPEVIPMFSALSEGAT. The MHC is HLA-DQA10103-DQB10603 with pseudo-sequence HLA-DQA10103-DQB10603. The binding affinity (normalized) is 0.814.